From a dataset of Peptide-MHC class II binding affinity with 134,281 pairs from IEDB. Regression. Given a peptide amino acid sequence and an MHC pseudo amino acid sequence, predict their binding affinity value. This is MHC class II binding data. (1) The peptide sequence is MVTMLSPMLHHWIKV. The MHC is DRB5_0101 with pseudo-sequence DRB5_0101. The binding affinity (normalized) is 1.00. (2) The peptide sequence is VIDAMCHATLTYRML. The MHC is DRB3_0101 with pseudo-sequence DRB3_0101. The binding affinity (normalized) is 0.703. (3) The peptide sequence is KLTITGKGTLDGQGK. The MHC is HLA-DQA10301-DQB10302 with pseudo-sequence HLA-DQA10301-DQB10302. The binding affinity (normalized) is 0. (4) The peptide sequence is KGSNPNYLALLVKFV. The MHC is DRB1_0802 with pseudo-sequence DRB1_0802. The binding affinity (normalized) is 0.530. (5) The MHC is DRB1_0802 with pseudo-sequence DRB1_0802. The peptide sequence is KNVLKVGRLSAEELM. The binding affinity (normalized) is 0.207.